Dataset: Full USPTO retrosynthesis dataset with 1.9M reactions from patents (1976-2016). Task: Predict the reactants needed to synthesize the given product. (1) Given the product [CH3:28][O:27][C:19]1[CH:18]=[C:17]([NH:16][C:13]2[N:14]=[N:15][C:10]([CH:8]([NH:7][C:5]([C:4]3[CH:29]=[CH:30][CH:31]=[C:2]4[C:3]=3[N:32]=[CH:33][CH:35]=[CH:36]4)=[O:6])[CH3:9])=[CH:11][N:12]=2)[CH:22]=[C:21]([O:23][CH3:24])[C:20]=1[O:25][CH3:26], predict the reactants needed to synthesize it. The reactants are: Br[C:2]1[CH:3]=[C:4]([CH:29]=[CH:30][CH:31]=1)[C:5]([NH:7][CH:8]([C:10]1[N:15]=[N:14][C:13]([NH:16][C:17]2[CH:22]=[C:21]([O:23][CH3:24])[C:20]([O:25][CH3:26])=[C:19]([O:27][CH3:28])[CH:18]=2)=[N:12][CH:11]=1)[CH3:9])=[O:6].[NH2:32][CH:33]([C:35]1N=NC(NC2C=C(OC)C(OC)=C(OC)C=2)=N[CH:36]=1)C.F[P-](F)(F)(F)(F)F.N1(OC(N(C)C)=[N+](C)C)C2N=CC=CC=2N=N1.N1C2C(=CC=CC=2C(O)=O)C=CC=1.C(N(C(C)C)CC)(C)C. (2) Given the product [CH2:1]([O:3][C:4](=[O:17])[CH2:5][N:6]([CH2:34][C:29]1[C:30]([NH2:33])=[N:31][CH:32]=[C:27]([Br:26])[CH:28]=1)[CH2:7][CH2:8][CH2:9][N:10]1[CH2:15][CH2:14][N:13]([CH3:16])[CH2:12][CH2:11]1)[CH3:2], predict the reactants needed to synthesize it. The reactants are: [CH2:1]([O:3][C:4](=[O:17])[CH2:5][NH:6][CH2:7][CH2:8][CH2:9][N:10]1[CH2:15][CH2:14][N:13]([CH3:16])[CH2:12][CH2:11]1)[CH3:2].C(N(CC)CC)C.Br.[Br:26][C:27]1[CH:28]=[C:29]([CH2:34]Br)[C:30]([NH2:33])=[N:31][CH:32]=1. (3) The reactants are: Cl.[C:2]([NH2:5])(=[NH:4])[CH3:3].[CH2:6]([O:13][C:14](=[O:29])[NH:15][CH2:16][CH2:17][O:18][C:19]1[CH:24]=[CH:23][C:22]([C:25](=O)[CH2:26]Br)=[CH:21][CH:20]=1)[C:7]1[CH:12]=[CH:11][CH:10]=[CH:9][CH:8]=1.[O-]CC.[Na+]. Given the product [CH2:6]([O:13][C:14](=[O:29])[NH:15][CH2:16][CH2:17][O:18][C:19]1[CH:20]=[CH:21][C:22]([C:25]2[N:4]=[C:2]([CH3:3])[NH:5][CH:26]=2)=[CH:23][CH:24]=1)[C:7]1[CH:12]=[CH:11][CH:10]=[CH:9][CH:8]=1, predict the reactants needed to synthesize it. (4) Given the product [S:13]([OH:17])(=[O:16])(=[O:15])[CH3:14].[NH2:1][C:2]1([CH3:12])[CH2:7][C:6]([CH3:9])([CH3:8])[CH2:5][C:4]([CH3:11])([CH3:10])[CH2:3]1, predict the reactants needed to synthesize it. The reactants are: [NH2:1][C:2]1([CH3:12])[CH2:7][C:6]([CH3:9])([CH3:8])[CH2:5][C:4]([CH3:11])([CH3:10])[CH2:3]1.[S:13]([O-:17])(=[O:16])(=[O:15])[CH3:14]. (5) Given the product [Cl:22][C:17]1[N:16]=[C:15]([NH:14][C@@H:9]([C:10]([CH3:12])([CH3:11])[CH3:13])[CH2:8][N:5]2[CH:3]=[C:2]([CH2:1][OH:4])[N:7]=[N:6]2)[C:20]([F:21])=[CH:19][N:18]=1, predict the reactants needed to synthesize it. The reactants are: [CH2:1]([OH:4])[C:2]#[CH:3].[N:5]([CH2:8][C@@H:9]([NH:14][C:15]1[C:20]([F:21])=[CH:19][N:18]=[C:17]([Cl:22])[N:16]=1)[C:10]([CH3:13])([CH3:12])[CH3:11])=[N+:6]=[N-:7]. (6) Given the product [NH2:82][C@@H:83]([C:84]([NH:28][C@H:29]1[CH2:34][CH2:33][C@H:32]([NH:35][C:36]2[CH:37]=[C:38]([NH:62][CH:63]3[CH2:64][CH2:65]3)[C:39]3[N:40]([C:42]([C:45]([NH:47][C:48]4[N:49]=[CH:50][NH:51][C:52](=[O:54])[CH:53]=4)=[O:46])=[CH:43][N:44]=3)[N:41]=2)[CH2:31][CH2:30]1)=[O:85])[CH3:87], predict the reactants needed to synthesize it. The reactants are: F[P-](F)(F)(F)(F)F.N1(O[P+](N(C)C)(N(C)C)N(C)C)C2C=CC=CC=2N=N1.[NH2:28][C@H:29]1[CH2:34][CH2:33][C@H:32]([NH:35][C:36]2[CH:37]=[C:38]([NH:62][CH:63]3[CH2:65][CH2:64]3)[C:39]3[N:40]([C:42]([C:45]([NH:47][C:48]4[CH:53]=[C:52]([O:54]CC5C=CC=CC=5)[N:51]=[CH:50][N:49]=4)=[O:46])=[CH:43][N:44]=3)[N:41]=2)[CH2:31][CH2:30]1.CCN(C(C)C)C(C)C.C(OC([NH:82][C@H:83]([CH3:87])[C:84](O)=[O:85])=O)(C)(C)C.C(O)(C(F)(F)F)=O.